From a dataset of Volume of distribution at steady state (VDss) regression data from Lombardo et al.. Regression/Classification. Given a drug SMILES string, predict its absorption, distribution, metabolism, or excretion properties. Task type varies by dataset: regression for continuous measurements (e.g., permeability, clearance, half-life) or binary classification for categorical outcomes (e.g., BBB penetration, CYP inhibition). For this dataset (vdss_lombardo), we predict log10(VDss) (log10 of volume of distribution in L/kg). (1) The molecule is CNC1=Nc2ccc(Cl)cc2C(c2ccccc2)=[N+]([O-])C1. The log10(VDss) is -0.600. (2) The drug is CC(CN1c2ccccc2Sc2ccccc21)[NH+](C)C. The log10(VDss) is 1.15.